Dataset: Forward reaction prediction with 1.9M reactions from USPTO patents (1976-2016). Task: Predict the product of the given reaction. (1) The product is: [CH:27]1([N:26]2[C:22]([C:18]3[CH:17]=[C:16]([CH:11]4[CH2:10][C:9]([CH3:30])([CH3:31])[C:8]5[C:13](=[CH:14][CH:15]=[C:6]([C:4]([OH:5])=[O:3])[CH:7]=5)[NH:12]4)[CH:21]=[CH:20][CH:19]=3)=[N:23][N:24]=[N:25]2)[CH2:28][CH2:29]1. Given the reactants C([O:3][C:4]([C:6]1[CH:7]=[C:8]2[C:13](=[CH:14][CH:15]=1)[NH:12][CH:11]([C:16]1[CH:21]=[CH:20][CH:19]=[C:18]([C:22]3[N:26]([CH:27]4[CH2:29][CH2:28]4)[N:25]=[N:24][N:23]=3)[CH:17]=1)[CH2:10][C:9]2([CH3:31])[CH3:30])=[O:5])C.[OH-].[Na+].Cl, predict the reaction product. (2) Given the reactants CC1C=CC([O:8][S:9]([C:12]2[CH:13]=[C:14]([NH:18][S:19]([C:22]3[CH:31]=[C:30]4[C:25]([CH:26]=[CH:27][C:28]([NH:32][C:33]([NH:35][C:36]5[CH:45]=[C:44]6[C:39]([CH:40]=[CH:41][C:42]([S:46]([NH:49][C:50]7[CH:51]=[C:52]([S:56]([O:59]C8C=CC(C)=CC=8)(=[O:58])=[O:57])[CH:53]=[CH:54][CH:55]=7)(=[O:48])=[O:47])=[CH:43]6)=[CH:38][CH:37]=5)=[O:34])=[CH:29]4)=[CH:24][CH:23]=3)(=[O:21])=[O:20])[CH:15]=[CH:16][CH:17]=2)(=[O:11])=[O:10])=CC=1.C[O-].[Na+:69].C1COCC1.Cl, predict the reaction product. The product is: [Na+:69].[Na+:69].[S:56]([C:52]1[CH:51]=[C:50]([NH:49][S:46]([C:42]2[CH:43]=[C:44]3[C:39]([CH:38]=[CH:37][C:36]([NH:35][C:33]([NH:32][C:28]4[CH:29]=[C:30]5[C:25]([CH:24]=[CH:23][C:22]([S:19]([NH:18][C:14]6[CH:13]=[C:12]([S:9]([O-:11])(=[O:8])=[O:10])[CH:17]=[CH:16][CH:15]=6)(=[O:21])=[O:20])=[CH:31]5)=[CH:26][CH:27]=4)=[O:34])=[CH:45]3)=[CH:40][CH:41]=2)(=[O:48])=[O:47])[CH:55]=[CH:54][CH:53]=1)([OH:59])(=[O:57])=[O:58].[S:56]([C:52]1[CH:51]=[C:50]([NH:49][S:46]([C:42]2[CH:43]=[C:44]3[C:39]([CH:38]=[CH:37][C:36]([NH:35][C:33]([NH:32][C:28]4[CH:29]=[C:30]5[C:25]([CH:24]=[CH:23][C:22]([S:19]([NH:18][C:14]6[CH:13]=[C:12]([S:9]([O-:11])(=[O:8])=[O:10])[CH:17]=[CH:16][CH:15]=6)(=[O:21])=[O:20])=[CH:31]5)=[CH:26][CH:27]=4)=[O:34])=[CH:45]3)=[CH:40][CH:41]=2)(=[O:48])=[O:47])[CH:55]=[CH:54][CH:53]=1)([OH:59])(=[O:57])=[O:58]. (3) Given the reactants Br[C:2]1[S:3][C:4]([C:7](=[O:9])[CH3:8])=[CH:5][CH:6]=1.[N:10]1[CH:15]=[CH:14][C:13](B(O)O)=[CH:12][CH:11]=1.O1CCOCC1.O.C(=O)([O-])[O-].[Cs+].[Cs+], predict the reaction product. The product is: [N:10]1[CH:15]=[CH:14][C:13]([C:2]2[S:3][C:4]([C:7](=[O:9])[CH3:8])=[CH:5][CH:6]=2)=[CH:12][CH:11]=1. (4) Given the reactants S(Cl)([Cl:3])=O.[CH2:5]([O:12][C:13]([CH2:15][CH2:16][CH2:17][CH2:18][CH2:19][CH2:20][CH2:21][CH2:22][CH2:23][CH2:24][CH2:25][CH2:26][CH2:27][CH2:28][C:29]([OH:31])=O)=[O:14])[C:6]1[CH:11]=[CH:10][CH:9]=[CH:8][CH:7]=1, predict the reaction product. The product is: [CH2:5]([O:12][C:13]([CH2:15][CH2:16][CH2:17][CH2:18][CH2:19][CH2:20][CH2:21][CH2:22][CH2:23][CH2:24][CH2:25][CH2:26][CH2:27][CH2:28][C:29]([Cl:3])=[O:31])=[O:14])[C:6]1[CH:11]=[CH:10][CH:9]=[CH:8][CH:7]=1. (5) Given the reactants Br.[NH2:2][C@H:3]1[C:9](=[O:10])[NH:8][C:7]2[CH:11]=[CH:12][CH:13]=[CH:14][C:6]=2[S:5][C@H:4]1[C:15]1[CH:20]=[CH:19][CH:18]=[CH:17][CH:16]=1.[CH:21]1[CH:26]=[CH:25][C:24]([CH2:27][C@H:28]([NH:43]C(OCC2C3C(=CC=CC=3)C3C2=CC=CC=3)=O)[C:29](OC2C(F)=C(F)C(F)=C(F)C=2F)=[O:30])=[CH:23][CH:22]=1.CCN(C(C)C)C(C)C.C1CCN2C(=NCCC2)CC1, predict the reaction product. The product is: [O:10]=[C:9]1[NH:8][C:7]2[CH:11]=[CH:12][CH:13]=[CH:14][C:6]=2[S:5][C@@H:4]([C:15]2[CH:16]=[CH:17][CH:18]=[CH:19][CH:20]=2)[C@H:3]1[NH:2][C:29](=[O:30])[C@H:28]([CH2:27][C:24]1[CH:23]=[CH:22][CH:21]=[CH:26][CH:25]=1)[NH2:43]. (6) Given the reactants Cl.[F:2][C:3]1[CH:8]=[C:7]([F:9])[CH:6]=[CH:5][C:4]=1[NH:10]N.O.Cl.[NH:14]1[CH2:19][CH2:18][C:17](=O)[CH2:16][CH2:15]1.Cl, predict the reaction product. The product is: [F:2][C:3]1[C:4]2[NH:10][C:17]3[CH2:18][CH2:19][NH:14][CH2:15][C:16]=3[C:5]=2[CH:6]=[C:7]([F:9])[CH:8]=1.